This data is from Catalyst prediction with 721,799 reactions and 888 catalyst types from USPTO. The task is: Predict which catalyst facilitates the given reaction. (1) Reactant: [CH2:1]([O:8][N:9]1[C:15](=[O:16])[N:14]2[CH2:17][C@H:10]1[CH2:11][CH2:12][C@H:13]2[C:18]([OH:20])=O)[C:2]1[CH:7]=[CH:6][CH:5]=[CH:4][CH:3]=1.[C:21]([O:25][C:26](=[O:36])[NH:27][CH2:28][C@H:29]1[CH2:33][CH2:32][C@H:31]([O:34][NH2:35])[CH2:30]1)([CH3:24])([CH3:23])[CH3:22].ON1C2C=CC=CC=2N=N1.Cl.C(N=C=NCCCN(C)C)C. Product: [C:21]([O:25][C:26](=[O:36])[NH:27][CH2:28][C@H:29]1[CH2:33][CH2:32][C@H:31]([O:34][NH:35][C:18]([C@@H:13]2[CH2:12][CH2:11][C@@H:10]3[CH2:17][N:14]2[C:15](=[O:16])[N:9]3[O:8][CH2:1][C:2]2[CH:3]=[CH:4][CH:5]=[CH:6][CH:7]=2)=[O:20])[CH2:30]1)([CH3:24])([CH3:22])[CH3:23]. The catalyst class is: 2. (2) Reactant: [Cl-].[Al+3].[Cl-].[Cl-].[Cl:5][C:6]1[CH:11]=[CH:10][CH:9]=[CH:8][C:7]=1[Cl:12].[C:13](Cl)(=[O:18])[CH2:14][CH2:15][CH2:16][CH3:17]. The catalyst class is: 194. Product: [Cl:5][C:6]1[CH:11]=[C:10]([C:13](=[O:18])[CH2:14][CH2:15][CH2:16][CH3:17])[CH:9]=[CH:8][C:7]=1[Cl:12].